Dataset: Reaction yield outcomes from USPTO patents with 853,638 reactions. Task: Predict the reaction yield, written as a fraction of the theoretical maximum amount of product (1.0 means a 100% yield; for example, 0.34 means a 34% yield). (1) The reactants are Br[C:2]1[CH:7]=[CH:6][CH:5]=[C:4]([F:8])[CH:3]=1.CON(C)[C:12]([C@@H:14]1[CH2:19][CH2:18][CH2:17][N:16]([C:20]([O:22][C:23]([CH3:26])([CH3:25])[CH3:24])=[O:21])[CH2:15]1)=[O:13]. The catalyst is C1COCC1. The product is [F:8][C:4]1[CH:3]=[C:2]([CH:7]=[CH:6][CH:5]=1)[C:12]([C@@H:14]1[CH2:19][CH2:18][CH2:17][N:16]([C:20]([O:22][C:23]([CH3:26])([CH3:25])[CH3:24])=[O:21])[CH2:15]1)=[O:13]. The yield is 1.00. (2) The reactants are [NH2:1][C:2]1[CH:25]=[C:24]([Cl:26])[C:23]([O:27][CH3:28])=[CH:22][C:3]=1[O:4][CH2:5][C:6]([N:8]1[CH2:13][CH2:12][CH:11]([O:14][C:15]2[CH:20]=[CH:19][C:18]([F:21])=[CH:17][CH:16]=2)[CH2:10][CH2:9]1)=[O:7].C(N(CC)CC)C.[C:36](Cl)(=[O:38])[CH3:37]. The catalyst is C1COCC1. The product is [Cl:26][C:24]1[C:23]([O:27][CH3:28])=[CH:22][C:3]([O:4][CH2:5][C:6]([N:8]2[CH2:9][CH2:10][CH:11]([O:14][C:15]3[CH:16]=[CH:17][C:18]([F:21])=[CH:19][CH:20]=3)[CH2:12][CH2:13]2)=[O:7])=[C:2]([NH:1][C:36](=[O:38])[CH3:37])[CH:25]=1. The yield is 0.845. (3) The reactants are [CH2:1]([N:3]1[CH2:8][CH:7]=[C:6]([C:9]2[C:17]3[C:12](=[CH:13][CH:14]=[C:15]([N+:18]([O-])=O)[CH:16]=3)[NH:11][CH:10]=2)[CH2:5][CH2:4]1)[CH3:2].I.CS[C:24]([C:26]1[S:27][CH:28]=[CH:29][CH:30]=1)=[NH:25]. The catalyst is C(O)C.[Pd]. The product is [CH2:1]([N:3]1[CH2:8][CH2:7][CH:6]([C:9]2[C:17]3[C:12](=[CH:13][CH:14]=[C:15]([NH:18][C:24]([C:26]4[S:27][CH:28]=[CH:29][CH:30]=4)=[NH:25])[CH:16]=3)[NH:11][CH:10]=2)[CH2:5][CH2:4]1)[CH3:2]. The yield is 0.660. (4) The reactants are [C:1]1([C:7]2[NH:8][CH:9]=[C:10]([C:12]3[CH:17]=[CH:16][N:15]=[CH:14][CH:13]=3)[N:11]=2)[CH:6]=[CH:5][CH:4]=[CH:3][CH:2]=1.[H-].[Na+].[CH3:20][Si:21]([CH3:28])([CH3:27])[CH2:22][CH2:23][O:24][CH2:25]Cl.C(=O)([O-])O.[Na+]. The catalyst is CN(C=O)C. The product is [C:1]1([C:7]2[N:8]([CH2:25][O:24][CH2:23][CH2:22][Si:21]([CH3:28])([CH3:27])[CH3:20])[CH:9]=[C:10]([C:12]3[CH:13]=[CH:14][N:15]=[CH:16][CH:17]=3)[N:11]=2)[CH:2]=[CH:3][CH:4]=[CH:5][CH:6]=1. The yield is 0.590. (5) The reactants are [C:1]([O:5][C@@H:6]([C:12]1[C:13]([CH3:27])=[N:14][C:15]2[N:16]([N:19]=[C:20]([C:22]([O:24][CH2:25][CH3:26])=[O:23])[CH:21]=2)[C:17]=1I)[C:7]([O:9][CH2:10][CH3:11])=[O:8])([CH3:4])([CH3:3])[CH3:2].[CH2:28]([C:32]1([CH3:38])[CH2:37][CH2:36][NH:35][CH2:34][CH2:33]1)[CH2:29][CH:30]=[CH2:31].Cl.CCN(C(C)C)C(C)C. The catalyst is CN1C(=O)CCC1.O. The product is [CH2:28]([C:32]1([CH3:38])[CH2:33][CH2:34][N:35]([C:17]2[N:16]3[N:19]=[C:20]([C:22]([O:24][CH2:25][CH3:26])=[O:23])[CH:21]=[C:15]3[N:14]=[C:13]([CH3:27])[C:12]=2[C@H:6]([O:5][C:1]([CH3:4])([CH3:3])[CH3:2])[C:7]([O:9][CH2:10][CH3:11])=[O:8])[CH2:36][CH2:37]1)[CH2:29][CH:30]=[CH2:31]. The yield is 0.820.